This data is from Forward reaction prediction with 1.9M reactions from USPTO patents (1976-2016). The task is: Predict the product of the given reaction. (1) Given the reactants [F:1][C:2]1[CH:7]=[CH:6][C:5]([C:8]2[N:9]=[C:10]3[N:14]([C:15]=2[C:16]2[CH:17]=[CH:18][C:19]4[N:20]([C:22]([CH:25]5[CH2:29][CH2:28][NH:27][CH2:26]5)=[N:23][N:24]=4)[CH:21]=2)[CH:13]=[CH:12][O:11]3)=[CH:4][CH:3]=1.[C:30](Cl)(=[O:32])[CH3:31], predict the reaction product. The product is: [F:1][C:2]1[CH:7]=[CH:6][C:5]([C:8]2[N:9]=[C:10]3[N:14]([C:15]=2[C:16]2[CH:17]=[CH:18][C:19]4[N:20]([C:22]([CH:25]5[CH2:29][CH2:28][N:27]([C:30](=[O:32])[CH3:31])[CH2:26]5)=[N:23][N:24]=4)[CH:21]=2)[CH:13]=[CH:12][O:11]3)=[CH:4][CH:3]=1. (2) Given the reactants [CH3:1][C:2]([Si:5]([CH3:23])([CH3:22])[O:6][CH:7]1[CH2:21][CH2:20][C:10]2([CH2:14][NH:13][CH:12]([C:15]([O:17][CH2:18][CH3:19])=[O:16])[CH2:11]2)[CH2:9][CH2:8]1)([CH3:4])[CH3:3].C(N([CH2:29][CH3:30])CC)C, predict the reaction product. The product is: [CH3:1][C:2]([Si:5]([CH3:23])([CH3:22])[O:6][CH:7]1[CH2:21][CH2:20][C:10]2([CH2:14][N:13]([C:15]([O:17][CH2:18][C:30]3[CH:29]=[CH:9][CH:8]=[CH:7][CH:21]=3)=[O:16])[CH:12]([C:15]([O:17][CH2:18][CH3:19])=[O:16])[CH2:11]2)[CH2:9][CH2:8]1)([CH3:3])[CH3:4]. (3) Given the reactants C([N:3]([CH2:6][CH3:7])[CH2:4][CH3:5])C.Br[C:9]1[CH:16]=[C:15]([F:17])[CH:14]=[CH:13][C:10]=1[C:11]#[N:12], predict the reaction product. The product is: [F:17][C:15]1[CH:14]=[CH:13][C:10]([C:11]#[N:12])=[C:9]([C:15]#[C:16][C:9]2[CH:10]=[CH:11][N:12]=[C:6]3[NH:3][CH:4]=[CH:5][C:7]=23)[CH:16]=1. (4) Given the reactants [CH2:1]([S:3][C:4]1[CH:9]=[CH:8][CH:7]=[CH:6][C:5]=1[C:10]1[NH:11][C:12](=O)[C:13]2[N:19]=[CH:18][C:17]([C:20]([F:23])([F:22])[F:21])=[CH:16][C:14]=2[N:15]=1)[CH3:2].P(Cl)(Cl)([Cl:27])=O.C(N(CC)C(C)C)(C)C, predict the reaction product. The product is: [Cl:27][C:12]1[C:13]2[N:19]=[CH:18][C:17]([C:20]([F:23])([F:22])[F:21])=[CH:16][C:14]=2[N:15]=[C:10]([C:5]2[CH:6]=[CH:7][CH:8]=[CH:9][C:4]=2[S:3][CH2:1][CH3:2])[N:11]=1. (5) The product is: [CH:1]([O:4][C:5]1[CH:14]=[C:13]2[C:8]([C:9]([OH:19])=[C:10]([C:16]([C:24]([NH2:25])([CH3:26])[C:23]([OH:27])=[O:22])=[O:18])[N:11]=[C:12]2[Cl:15])=[CH:7][CH:6]=1)([CH3:2])[CH3:3]. Given the reactants [CH:1]([O:4][C:5]1[CH:14]=[C:13]2[C:8]([C:9]([OH:19])=[C:10]([C:16]([OH:18])=O)[N:11]=[C:12]2[Cl:15])=[CH:7][CH:6]=1)([CH3:3])[CH3:2].Cl.C[O:22][C:23](=[O:27])[C@H:24]([CH3:26])[NH2:25], predict the reaction product.